From a dataset of Full USPTO retrosynthesis dataset with 1.9M reactions from patents (1976-2016). Predict the reactants needed to synthesize the given product. (1) Given the product [Cl:12][C:11]1[C:2]([NH:16][CH:13]2[CH2:15][CH2:14]2)=[N:3][C:4]2[C:9]([N:10]=1)=[CH:8][CH:7]=[CH:6][CH:5]=2, predict the reactants needed to synthesize it. The reactants are: Cl[C:2]1[C:11]([Cl:12])=[N:10][C:9]2[C:4](=[CH:5][CH:6]=[CH:7][CH:8]=2)[N:3]=1.[CH:13]1([NH2:16])[CH2:15][CH2:14]1.C(N(C(C)C)C(C)C)C. (2) Given the product [F:40][C:41]([F:55])([F:54])[C:42]1[CH:43]=[C:44]([CH:47]=[C:48]([C:50]([F:53])([F:52])[F:51])[CH:49]=1)[CH2:45][N:23]1[CH2:22][CH:21]([C:12]2[CH:13]=[C:14]([C:17]([F:20])([F:18])[F:19])[CH:15]=[CH:16][C:11]=2[C:5]2[CH:6]=[C:7]([CH:8]([CH3:10])[CH3:9])[C:2]([F:1])=[CH:3][C:4]=2[O:36][CH3:37])[NH:25][C:24]1=[O:35], predict the reactants needed to synthesize it. The reactants are: [F:1][C:2]1[C:7]([CH:8]([CH3:10])[CH3:9])=[CH:6][C:5]([C:11]2[CH:16]=[CH:15][C:14]([C:17]([F:20])([F:19])[F:18])=[CH:13][C:12]=2[CH:21]2[N:25](CC3C=CC(OC)=CC=3)[C:24](=[O:35])[NH:23][CH2:22]2)=[C:4]([O:36][CH3:37])[CH:3]=1.[H-].[Na+].[F:40][C:41]([F:55])([F:54])[C:42]1[CH:43]=[C:44]([CH:47]=[C:48]([C:50]([F:53])([F:52])[F:51])[CH:49]=1)[CH2:45]Br. (3) Given the product [CH2:1]([O:3][C:4]([C:6]1[CH:11]=[CH:10][CH:9]=[C:8]([SH:22])[N:7]=1)=[O:5])[CH3:2], predict the reactants needed to synthesize it. The reactants are: [CH2:1]([O:3][C:4]([C:6]1[CH:11]=[CH:10][CH:9]=[C:8](O)[N:7]=1)=[O:5])[CH3:2].COC1C=CC(P2(SP(C3C=CC(OC)=CC=3)(=S)S2)=[S:22])=CC=1.O. (4) Given the product [Si:1]([O:14][CH2:15][CH2:16][C:17]1[CH:18]=[C:19]([CH2:22][CH2:23][OH:24])[S:20][CH:21]=1)([C:4]([CH3:7])([CH3:6])[CH3:5])([CH3:3])[CH3:2], predict the reactants needed to synthesize it. The reactants are: [Si:1](Cl)([C:4]([CH3:7])([CH3:6])[CH3:5])([CH3:3])[CH3:2].N1C=CN=C1.[OH:14][CH2:15][CH2:16][C:17]1[CH:18]=[C:19]([CH2:22][C:23](O)=[O:24])[S:20][CH:21]=1.C(=O)([O-])[O-].[K+].[K+]. (5) Given the product [O:22]=[C:21]([C:23]1[CH:28]=[CH:27][CH:26]=[CH:25][CH:24]=1)[CH2:20][O:17][C:15](=[O:16])[CH2:14][CH2:13][CH2:12][CH2:11][CH2:10][CH2:9][C:8]([O:7][CH3:6])=[O:18], predict the reactants needed to synthesize it. The reactants are: C(=O)(O)[O-].[Na+].[CH3:6][O:7][C:8](=[O:18])[CH2:9][CH2:10][CH2:11][CH2:12][CH2:13][CH2:14][C:15]([OH:17])=[O:16].Br[CH2:20][C:21]([C:23]1[CH:28]=[CH:27][CH:26]=[CH:25][CH:24]=1)=[O:22]. (6) Given the product [CH:1]([N:14]1[CH2:17][CH:16]([N:19]2[CH2:24][CH2:23][O:22][CH2:21][CH2:20]2)[CH2:15]1)([C:8]1[CH:13]=[CH:12][CH:11]=[CH:10][CH:9]=1)[C:2]1[CH:7]=[CH:6][CH:5]=[CH:4][CH:3]=1, predict the reactants needed to synthesize it. The reactants are: [CH:1]([N:14]1[CH2:17][CH:16](O)[CH2:15]1)([C:8]1[CH:13]=[CH:12][CH:11]=[CH:10][CH:9]=1)[C:2]1[CH:7]=[CH:6][CH:5]=[CH:4][CH:3]=1.[NH:19]1[CH2:24][CH2:23][O:22][CH2:21][CH2:20]1.C(N1CC(N2CCC(C(OCC)=O)CC2)C1)(C1C=CC=CC=1)C1C=CC=CC=1. (7) The reactants are: C1(C[O:8][C:9]2[NH:13][C:12](=[O:14])[O:11][N:10]=2)C=CC=CC=1.I[CH3:16].[Cl:17][C:18]1[CH:23]=[CH:22][C:21]([N:24]([CH:28]([CH3:30])[CH3:29])[C:25](Cl)=[O:26])=[CH:20][CH:19]=1. Given the product [Cl:17][C:18]1[CH:23]=[CH:22][C:21]([N:24]([CH:28]([CH3:30])[CH3:29])[C:25]([N:10]2[C:9](=[O:8])[N:13]([CH3:16])[C:12](=[O:14])[O:11]2)=[O:26])=[CH:20][CH:19]=1, predict the reactants needed to synthesize it.